From a dataset of NCI-60 drug combinations with 297,098 pairs across 59 cell lines. Regression. Given two drug SMILES strings and cell line genomic features, predict the synergy score measuring deviation from expected non-interaction effect. Cell line: MOLT-4. Synergy scores: CSS=-0.426, Synergy_ZIP=0.961, Synergy_Bliss=0.228, Synergy_Loewe=-4.88, Synergy_HSA=-5.13. Drug 1: C1CCN(CC1)CCOC2=CC=C(C=C2)C(=O)C3=C(SC4=C3C=CC(=C4)O)C5=CC=C(C=C5)O. Drug 2: C1CN(P(=O)(OC1)NCCCl)CCCl.